This data is from Reaction yield outcomes from USPTO patents with 853,638 reactions. The task is: Predict the reaction yield, written as a fraction of the theoretical maximum amount of product (1.0 means a 100% yield; for example, 0.34 means a 34% yield). (1) The reactants are [F:1][C:2]1[CH:7]=[C:6]([O:8][CH2:9][CH:10]2[CH2:15][CH2:14][N:13]([CH2:16][C:17]3([C:21]([F:24])([F:23])[F:22])[CH2:20][CH2:19][CH2:18]3)[CH2:12][CH2:11]2)[CH:5]=[CH:4][C:3]=1[C:25]1[CH:30]=[CH:29][C:28]([OH:31])=[CH:27][CH:26]=1.N1C=CC=CC=1.[F:38][C:39]([F:52])([F:51])[S:40](O[S:40]([C:39]([F:52])([F:51])[F:38])(=[O:42])=[O:41])(=[O:42])=[O:41].O. The catalyst is C(Cl)Cl. The product is [F:38][C:39]([F:52])([F:51])[S:40]([O:31][C:28]1[CH:27]=[CH:26][C:25]([C:3]2[CH:4]=[CH:5][C:6]([O:8][CH2:9][CH:10]3[CH2:11][CH2:12][N:13]([CH2:16][C:17]4([C:21]([F:22])([F:23])[F:24])[CH2:20][CH2:19][CH2:18]4)[CH2:14][CH2:15]3)=[CH:7][C:2]=2[F:1])=[CH:30][CH:29]=1)(=[O:42])=[O:41]. The yield is 0.690. (2) The reactants are C1(P(C2CCCCC2)C2C=CC=CC=2C2C(OC)=CC=CC=2OC)CCCCC1.C(=O)([O-])[O-].[K+].[K+].[CH:36]([C:38]1[CH:43]=[CH:42][CH:41]=[CH:40][C:39]=1B(O)O)=[O:37].[F:47][C:48]1[CH:49]=[CH:50][C:51]2[N:52]([CH:54]=[C:55]([C:57]([NH:59][C@H:60]3[CH2:65][CH2:64][C@@H:63]([N:66]4[C:71](=[O:72])[C:70]5[CH:73]=[C:74]([F:77])[CH:75]=[N:76][C:69]=5[N:68]([C:78]5[CH:83]=[CH:82][CH:81]=[C:80](I)[CH:79]=5)[C:67]4=[O:85])[CH2:62][CH2:61]3)=[O:58])[N:56]=2)[CH:53]=1. The catalyst is C(#N)C.O.C([O-])(=O)C.[Pd+2].C([O-])(=O)C. The product is [F:47][C:48]1[CH:49]=[CH:50][C:51]2[N:52]([CH:54]=[C:55]([C:57]([NH:59][C@H:60]3[CH2:65][CH2:64][C@@H:63]([N:66]4[C:71](=[O:72])[C:70]5[CH:73]=[C:74]([F:77])[CH:75]=[N:76][C:69]=5[N:68]([C:78]5[CH:83]=[C:82]([C:39]6[CH:40]=[CH:41][CH:42]=[CH:43][C:38]=6[CH:36]=[O:37])[CH:81]=[CH:80][CH:79]=5)[C:67]4=[O:85])[CH2:62][CH2:61]3)=[O:58])[N:56]=2)[CH:53]=1. The yield is 0.700. (3) The reactants are [OH:1][C:2]([C:9]1[S:10][CH:11]=[C:12]([CH3:14])[N:13]=1)([CH3:8])[C:3](OCC)=[O:4].O.[NH2:16][NH2:17]. The catalyst is CCO. The product is [OH:1][C:2]([C:9]1[S:10][CH:11]=[C:12]([CH3:14])[N:13]=1)([CH3:8])[C:3]([NH:16][NH2:17])=[O:4]. The yield is 0.780. (4) The reactants are Br[C:2]1[CH:7]=[CH:6][CH:5]=[C:4]([C@@H:8]([CH:10]2[CH2:12][CH2:11]2)[CH3:9])[C:3]=1[OH:13].C([Li])CCC.CCCCCC.[CH3:25][C:26](=[O:29])[CH2:27][CH3:28]. The catalyst is O1CCCC1. The product is [CH:10]1([C@H:8]([C:4]2[CH:5]=[CH:6][CH:7]=[C:2]([C:26]([OH:29])([CH3:25])[CH2:27][CH3:28])[C:3]=2[OH:13])[CH3:9])[CH2:12][CH2:11]1. The yield is 0.700. (5) The reactants are Cl[CH2:2][CH2:3][O:4][C:5]1[CH:13]=[C:12]2[C:8]([C:9]([C:27]#[N:28])=[C:10]([C:16]3[CH:21]=[CH:20][C:19]([NH:22][S:23]([CH3:26])(=[O:25])=[O:24])=[CH:18][CH:17]=3)[N:11]2[CH2:14][CH3:15])=[CH:7][CH:6]=1.[NH:29]1[CH2:34][CH2:33][O:32][CH2:31][CH2:30]1.[Na+].[I-].C(N(C(C)C)CC)(C)C. The catalyst is CC#N.O. The product is [C:27]([C:9]1[C:8]2[C:12](=[CH:13][C:5]([O:4][CH2:3][CH2:2][N:29]3[CH2:34][CH2:33][O:32][CH2:31][CH2:30]3)=[CH:6][CH:7]=2)[N:11]([CH2:14][CH3:15])[C:10]=1[C:16]1[CH:21]=[CH:20][C:19]([NH:22][S:23]([CH3:26])(=[O:25])=[O:24])=[CH:18][CH:17]=1)#[N:28]. The yield is 0.410. (6) The reactants are [C:1]([CH2:3][C:4]([O:6][CH2:7][CH3:8])=[O:5])#[N:2].[C:9](OCC)(OCC)([O:11][CH2:12][CH3:13])[CH3:10]. The catalyst is CC(O)=O. The product is [CH2:9]([O:11][CH2:12][CH:13]=[C:3]([C:1]#[N:2])[C:4]([O:6][CH2:7][CH3:8])=[O:5])[CH3:10]. The yield is 0.820. (7) The reactants are [CH2:1]([N:5]([CH2:17][C:18]1[CH:23]=[CH:22][CH:21]=[C:20]([O:24][CH3:25])[C:19]=1[O:26][CH3:27])[C:6](=[O:16])[CH2:7][CH2:8][C:9]1[CH:14]=[CH:13][C:12]([OH:15])=[CH:11][CH:10]=1)[CH2:2][CH2:3][CH3:4].Br[CH2:29][C:30]1[CH:39]=[CH:38][CH:37]=[CH:36][C:31]=1[C:32]([O:34][CH3:35])=[O:33].C(=O)([O-])[O-].[K+].[K+].C(O)C(N)(CO)CO. The catalyst is C(#N)C. The product is [CH2:1]([N:5]([CH2:17][C:18]1[CH:23]=[CH:22][CH:21]=[C:20]([O:24][CH3:25])[C:19]=1[O:26][CH3:27])[C:6](=[O:16])[CH2:7][CH2:8][C:9]1[CH:14]=[CH:13][C:12]([O:15][CH2:29][C:30]2[CH:39]=[CH:38][CH:37]=[CH:36][C:31]=2[C:32]([O:34][CH3:35])=[O:33])=[CH:11][CH:10]=1)[CH2:2][CH2:3][CH3:4]. The yield is 0.214. (8) The reactants are [CH2:1]([OH:4])[CH2:2][OH:3].[H-].[Na+].[NH:7]1[CH:11]=[CH:10][N:9]=[C:8]1[C:12]1[CH:13]=[CH:14][C:15]([CH3:36])=[C:16]([NH:18][C:19](=[O:35])[C:20]2[CH:25]=[CH:24][C:23]([O:26][CH2:27][C:28]3[CH:33]=[C:32](Cl)[CH:31]=[CH:30][N:29]=3)=[CH:22][CH:21]=2)[CH:17]=1. The catalyst is CN(C=O)C. The product is [NH:7]1[CH:11]=[CH:10][N:9]=[C:8]1[C:12]1[CH:13]=[CH:14][C:15]([CH3:36])=[C:16]([NH:18][C:19](=[O:35])[C:20]2[CH:21]=[CH:22][C:23]([O:26][CH2:27][C:28]3[CH:33]=[C:32]([O:3][CH2:2][CH2:1][OH:4])[CH:31]=[CH:30][N:29]=3)=[CH:24][CH:25]=2)[CH:17]=1. The yield is 0.126. (9) The reactants are [CH3:1][C:2]1[NH:6][N:5]=[C:4]([O:7][C:8]2[CH:13]=[C:12]([CH3:14])[C:11]([N+:15]([O-:17])=[O:16])=[CH:10][N:9]=2)[CH:3]=1.[CH2:18]([N:20]=[C:21]=[O:22])[CH3:19]. The catalyst is C(N(CC)CC)C. The product is [CH2:18]([NH:20][C:21]([N:6]1[C:2]([CH3:1])=[CH:3][C:4]([O:7][C:8]2[CH:13]=[C:12]([CH3:14])[C:11]([N+:15]([O-:17])=[O:16])=[CH:10][N:9]=2)=[N:5]1)=[O:22])[CH3:19]. The yield is 0.193.